This data is from Reaction yield outcomes from USPTO patents with 853,638 reactions. The task is: Predict the reaction yield, written as a fraction of the theoretical maximum amount of product (1.0 means a 100% yield; for example, 0.34 means a 34% yield). The reactants are Cl[C:2]1[CH:7]=[C:6]([O:8][CH3:9])[N:5]=[CH:4][N:3]=1.[Cl:10][C:11]1[CH:12]=[C:13]2[C:17](=[C:18](B3OC(C)(C)C(C)(C)O3)[CH:19]=1)[NH:16][CH:15]=[CH:14]2.C([O-])([O-])=O.[Na+].[Na+].COCCOC. The catalyst is O.CCO. The product is [Cl:10][C:11]1[CH:12]=[C:13]2[C:17](=[C:18]([C:2]3[CH:7]=[C:6]([O:8][CH3:9])[N:5]=[CH:4][N:3]=3)[CH:19]=1)[NH:16][CH:15]=[CH:14]2. The yield is 0.725.